Dataset: Catalyst prediction with 721,799 reactions and 888 catalyst types from USPTO. Task: Predict which catalyst facilitates the given reaction. (1) Reactant: C1(P(C2C=CC=CC=2)C2C=CC=CC=2)C=CC=CC=1.Br[C:21]1[C:34]2[C:35]3=[C:36]4[C:31](=[CH:32][CH:33]=2)[CH:30]=[CH:29][CH:28]=[C:27]4[CH:26]=[CH:25][C:24]3=[CH:23][CH:22]=1.[CH:37]([C:39]1[N:40]([C:59]2[N:60]=[C:61]([NH2:67])[NH:62][C:63](=[O:66])[C:64]=2[N:65]=1)[C@@H:41]1[O:58][C@H:52]([CH2:53][O:54][C:55](=[O:57])[CH3:56])[C@@H:47]([O:48][C:49](=[O:51])[CH3:50])[C@H:42]1[O:43][C:44](=[O:46])[CH3:45])=[CH2:38]. Product: [C:21]1([CH:38]=[CH:37][C:39]2[N:40]([C:59]3[N:60]=[C:61]([NH2:67])[NH:62][C:63](=[O:66])[C:64]=3[N:65]=2)[C@@H:41]2[O:58][C@H:52]([CH2:53][O:54][C:55](=[O:57])[CH3:56])[C@@H:47]([O:48][C:49](=[O:51])[CH3:50])[C@H:42]2[O:43][C:44](=[O:46])[CH3:45])[C:34]2[C:35]3=[C:36]4[C:31](=[CH:32][CH:33]=2)[CH:30]=[CH:29][CH:28]=[C:27]4[CH:26]=[CH:25][C:24]3=[CH:23][CH:22]=1. The catalyst class is: 3. (2) Reactant: [NH2:1][C:2]1[CH:3]=[C:4]([C:9]2[S:13][C:12]([N:14]3[CH2:20][CH2:19][CH2:18][NH:17][C:16](=[O:21])[CH2:15]3)=[N:11][CH:10]=2)[CH:5]=[C:6]([CH3:8])[CH:7]=1.C(=O)([O-])[O-].[Cs+].[Cs+].Cl[C:29]1[N:34]=[C:33]([O:35][CH:36]2[CH2:41][CH2:40][N:39]([C:42]([O:44][C:45]([CH3:48])([CH3:47])[CH3:46])=[O:43])[CH2:38][CH2:37]2)[CH:32]=[CH:31][N:30]=1.CC1(C)C2C(=C(P(C3C=CC=CC=3)C3C=CC=CC=3)C=CC=2)OC2C(P(C3C=CC=CC=3)C3C=CC=CC=3)=CC=CC1=2. Product: [CH3:8][C:6]1[CH:7]=[C:2]([NH:1][C:29]2[N:34]=[C:33]([O:35][CH:36]3[CH2:37][CH2:38][N:39]([C:42]([O:44][C:45]([CH3:48])([CH3:47])[CH3:46])=[O:43])[CH2:40][CH2:41]3)[CH:32]=[CH:31][N:30]=2)[CH:3]=[C:4]([C:9]2[S:13][C:12]([N:14]3[CH2:20][CH2:19][CH2:18][NH:17][C:16](=[O:21])[CH2:15]3)=[N:11][CH:10]=2)[CH:5]=1. The catalyst class is: 584. (3) Reactant: [Br:1][C:2]1[CH:11]=[C:10]2[C:5]([CH:6]=[CH:7][C:8]([OH:12])=[CH:9]2)=[CH:4][CH:3]=1.C1(P(C2C=CC=CC=2)C2C=CC=CC=2)C=CC=CC=1.[CH3:32][C@H:33]1[CH2:38][CH2:37][CH2:36][C@@H:35]([CH3:39])[N:34]1[CH2:40][CH2:41][CH2:42]O.N(C(OC(C)C)=O)=NC(OC(C)C)=O. Product: [Br:1][C:2]1[CH:11]=[C:10]2[C:5]([CH:6]=[CH:7][C:8]([O:12][CH2:42][CH2:41][CH2:40][N:34]3[C@H:35]([CH3:39])[CH2:36][CH2:37][CH2:38][C@@H:33]3[CH3:32])=[CH:9]2)=[CH:4][CH:3]=1. The catalyst class is: 1. (4) Product: [OH:6][C:7]1[C:16]2[CH:15]=[C:14]([OH:17])[C:13]([OH:19])=[C:12]([C:21]([NH:23][CH2:24][CH:25]([C:27]3[CH:32]=[CH:31][CH:30]=[CH:29][CH:28]=3)[CH3:26])=[O:22])[C:11]=2[CH:10]=[C:9]([CH3:33])[C:8]=1[C:34]1[C:43]([CH3:44])=[CH:42][C:41]2[C:40]([C:45]([NH:47][CH2:48][CH:49]([C:51]3[CH:52]=[CH:53][CH:54]=[CH:55][CH:56]=3)[CH3:50])=[O:46])=[C:39]([OH:57])[C:38]([OH:59])=[CH:37][C:36]=2[C:35]=1[OH:61]. The catalyst class is: 2. Reactant: B(Br)(Br)Br.C[O:6][C:7]1[C:16]2[CH:15]=[C:14]([O:17]C)[C:13]([O:19]C)=[C:12]([C:21]([NH:23][CH2:24][CH:25]([C:27]3[CH:32]=[CH:31][CH:30]=[CH:29][CH:28]=3)[CH3:26])=[O:22])[C:11]=2[CH:10]=[C:9]([CH3:33])[C:8]=1[C:34]1[C:43]([CH3:44])=[CH:42][C:41]2[C:40]([C:45]([NH:47][CH2:48][CH:49]([C:51]3[CH:56]=[CH:55][CH:54]=[CH:53][CH:52]=3)[CH3:50])=[O:46])=[C:39]([O:57]C)[C:38]([O:59]C)=[CH:37][C:36]=2[C:35]=1[O:61]C.Cl. (5) Reactant: [NH:1]1[CH2:4][CH2:3][CH2:2]1.C(=O)([O-])[O-].[K+].[K+].CN(C)C=O.Cl[CH2:17][C:18]([N:20]1[CH2:25][CH2:24][N:23]([C:26]([O:28][C:29]([CH3:32])([CH3:31])[CH3:30])=[O:27])[CH2:22][CH2:21]1)=[O:19]. Product: [N:1]1([CH2:17][C:18]([N:20]2[CH2:25][CH2:24][N:23]([C:26]([O:28][C:29]([CH3:32])([CH3:31])[CH3:30])=[O:27])[CH2:22][CH2:21]2)=[O:19])[CH2:4][CH2:3][CH2:2]1. The catalyst class is: 6. (6) Reactant: Br[C:2]1[S:3][CH:4]=[C:5]([Br:7])[N:6]=1.[NH:8]1[CH2:13][CH2:12][CH:11]([NH:14][C:15](=[O:21])[O:16][C:17]([CH3:20])([CH3:19])[CH3:18])[CH2:10][CH2:9]1. Product: [Br:7][C:5]1[N:6]=[C:2]([N:8]2[CH2:9][CH2:10][CH:11]([NH:14][C:15](=[O:21])[O:16][C:17]([CH3:19])([CH3:18])[CH3:20])[CH2:12][CH2:13]2)[S:3][CH:4]=1. The catalyst class is: 38. (7) Reactant: [Cl:1][C:2]1[C:22]([O:23][CH3:24])=[C:21]([O:25][CH3:26])[C:20]([O:27][CH3:28])=[CH:19][C:3]=1[CH2:4][C:5]1[C:14]2[C:9](=[C:10]([OH:18])[C:11]([O:15][CH2:16][CH3:17])=[CH:12][CH:13]=2)[CH:8]=[N:7][CH:6]=1.Cl. Product: [ClH:1].[Cl:1][C:2]1[C:22]([O:23][CH3:24])=[C:21]([O:25][CH3:26])[C:20]([O:27][CH3:28])=[CH:19][C:3]=1[CH2:4][C:5]1[C:14]2[C:9](=[C:10]([OH:18])[C:11]([O:15][CH2:16][CH3:17])=[CH:12][CH:13]=2)[CH:8]=[N:7][CH:6]=1. The catalyst class is: 5. (8) Reactant: ClC(OC(Cl)C)=O.C([N:15]1[CH2:21][CH2:20][C:19]2([C:22]3[CH:27]=[CH:26][C:25]([F:28])=[CH:24][CH:23]=3)[CH:17]([CH2:18]2)[CH2:16]1)C1C=CC=CC=1.CO. Product: [F:28][C:25]1[CH:26]=[CH:27][C:22]([C:19]23[CH2:18][CH:17]2[CH2:16][NH:15][CH2:21][CH2:20]3)=[CH:23][CH:24]=1. The catalyst class is: 2. (9) Reactant: Cl[C:2]1[C:3](=[O:11])[O:4][C:5]([CH2:9][CH3:10])=[C:6]([Cl:8])[N:7]=1.[CH3:12][OH:13]. Product: [Cl:8][C:6]1[N:7]=[C:2]([O:13][CH3:12])[C:3](=[O:11])[O:4][C:5]=1[CH2:9][CH3:10]. The catalyst class is: 2.